From a dataset of Catalyst prediction with 721,799 reactions and 888 catalyst types from USPTO. Predict which catalyst facilitates the given reaction. (1) Reactant: [CH3:1][C:2]1[CH:7]=[C:6]([O:8][CH:9]2[CH2:13][CH2:12][O:11][CH2:10]2)[CH:5]=[CH:4][C:3]=1[C:14]1[C:15]2[CH:22]=[C:21]([CH2:23][O:24][C:25]3[CH:30]=[CH:29][C:28]([C@@H:31]([C:38]#[C:39][CH3:40])[CH2:32][C:33]([O:35]CC)=[O:34])=[CH:27][CH:26]=3)[CH:20]=[CH:19][C:16]=2[S:17][CH:18]=1.[Li+].[OH-].Cl. Product: [CH3:1][C:2]1[CH:7]=[C:6]([O:8][CH:9]2[CH2:13][CH2:12][O:11][CH2:10]2)[CH:5]=[CH:4][C:3]=1[C:14]1[C:15]2[CH:22]=[C:21]([CH2:23][O:24][C:25]3[CH:26]=[CH:27][C:28]([C@@H:31]([C:38]#[C:39][CH3:40])[CH2:32][C:33]([OH:35])=[O:34])=[CH:29][CH:30]=3)[CH:20]=[CH:19][C:16]=2[S:17][CH:18]=1. The catalyst class is: 14. (2) Reactant: [CH3:1][CH2:2][O:3][C:4]([C@@H:6]([NH:15][C@H:16]([C:18]([N:20]1[C@H:27]([C:28]([OH:30])=[O:29])[CH2:26][C@H:25]2[C@@H:21]1[CH2:22][CH2:23][CH2:24]2)=[O:19])[CH3:17])[CH2:7][CH2:8][C:9]1[CH:10]=[CH:11][CH:12]=[CH:13][CH:14]=1)=[O:5].CC(=O)CC. Product: [CH3:1][CH2:2][O:3][C:4]([C@@H:6]([NH:15][C@H:16]([C:18]([N:20]1[C@H:27]([C:28]([OH:30])=[O:29])[CH2:26][C@H:25]2[C@@H:21]1[CH2:22][CH2:23][CH2:24]2)=[O:19])[CH3:17])[CH2:7][CH2:8][C:9]1[CH:14]=[CH:13][CH:12]=[CH:11][CH:10]=1)=[O:5].[CH2:18]([N:20]([CH2:27][CH3:26])[CH2:21][CH3:22])[CH3:16]. The catalyst class is: 66. (3) Reactant: [F:1][C:2]([F:34])([F:33])[C:3]1[CH:4]=[C:5]([C@H:13]2[O:17][C:16](=[O:18])[N:15]([CH2:19][C:20]3[CH:25]=[C:24]([C:26]([F:29])([F:28])[F:27])[CH:23]=[CH:22][C:21]=3[CH2:30]O)[C@H:14]2[CH3:32])[CH:6]=[C:7]([C:9]([F:12])([F:11])[F:10])[CH:8]=1.C(Br)(Br)(Br)[Br:36].C1C=CC(P(C2C=CC=CC=2)C2C=CC=CC=2)=CC=1. The catalyst class is: 2. Product: [F:1][C:2]([F:34])([F:33])[C:3]1[CH:4]=[C:5]([C@H:13]2[O:17][C:16](=[O:18])[N:15]([CH2:19][C:20]3[CH:25]=[C:24]([C:26]([F:29])([F:28])[F:27])[CH:23]=[CH:22][C:21]=3[CH2:30][Br:36])[C@H:14]2[CH3:32])[CH:6]=[C:7]([C:9]([F:12])([F:11])[F:10])[CH:8]=1. (4) Reactant: [F:1][C:2]1[C:3]([NH:16][C:17]2[CH:22]=[CH:21][C:20]([I:23])=[CH:19][C:18]=2[F:24])=[C:4]([CH:9]=[C:10]([N+:13]([O-:15])=[O:14])[C:11]=1F)[C:5]([O:7][CH3:8])=[O:6].[CH2:25]([NH2:28])[CH:26]=[CH2:27].CO.O. Product: [CH2:25]([NH:28][C:11]1[C:10]([N+:13]([O-:15])=[O:14])=[CH:9][C:4]([C:5]([O:7][CH3:8])=[O:6])=[C:3]([NH:16][C:17]2[CH:22]=[CH:21][C:20]([I:23])=[CH:19][C:18]=2[F:24])[C:2]=1[F:1])[CH:26]=[CH2:27]. The catalyst class is: 1. (5) Product: [CH2:2]([O:22][C:19]1[CH:20]=[CH:21][C:16]([Br:15])=[CH:17][C:18]=1[F:23])[C:3]1[CH:8]=[CH:7][CH:6]=[CH:5][CH:4]=1. Reactant: Br[CH2:2][C:3]1[CH:8]=[CH:7][CH:6]=[CH:5][CH:4]=1.C([O-])([O-])=O.[K+].[K+].[Br:15][C:16]1[CH:21]=[CH:20][C:19]([OH:22])=[C:18]([F:23])[CH:17]=1.O. The catalyst class is: 692. (6) Reactant: [F:1][C:2]([F:16])([F:15])[C:3](=O)/[CH:4]=[CH:5]/[C:6]1[CH:11]=[CH:10][C:9]([F:12])=[CH:8][C:7]=1[F:13].[C:17]1([NH:23][NH2:24])[CH:22]=[CH:21][CH:20]=[CH:19][CH:18]=1.C(O)C. Product: [C:17]1([N:23]2[CH:5]([C:6]3[CH:11]=[CH:10][C:9]([F:12])=[CH:8][C:7]=3[F:13])[CH2:4][C:3]([C:2]([F:16])([F:15])[F:1])=[N:24]2)[CH:22]=[CH:21][CH:20]=[CH:19][CH:18]=1. The catalyst class is: 13.